From a dataset of Full USPTO retrosynthesis dataset with 1.9M reactions from patents (1976-2016). Predict the reactants needed to synthesize the given product. (1) Given the product [Cl-:11].[CH2:12]([O:4][C:3](=[O:5])[CH:2]([NH3+:1])[CH2:6][C:7]([F:10])([F:9])[F:8])[CH3:13], predict the reactants needed to synthesize it. The reactants are: [NH2:1][CH:2]([CH2:6][C:7]([F:10])([F:9])[F:8])[C:3]([OH:5])=[O:4].[ClH:11].[CH2:12](O)[CH3:13]. (2) Given the product [Cl:23][C:24]1[CH:25]=[C:26]([CH:27]=[C:28]([F:30])[CH:29]=1)[CH2:2][C:3]1[S:4][C:5]2[CH:11]=[CH:10][CH:9]=[C:8]([C:12]3[CH:13]=[C:14]([CH:20]=[CH:21][CH:22]=3)[C:15]([O:17][CH2:18][CH3:19])=[O:16])[C:6]=2[CH:7]=1, predict the reactants needed to synthesize it. The reactants are: Br[CH2:2][C:3]1[S:4][C:5]2[CH:11]=[CH:10][CH:9]=[C:8]([C:12]3[CH:13]=[C:14]([CH:20]=[CH:21][CH:22]=3)[C:15]([O:17][CH2:18][CH3:19])=[O:16])[C:6]=2[CH:7]=1.[Cl:23][C:24]1[CH:25]=[C:26](B(O)O)[CH:27]=[C:28]([F:30])[CH:29]=1.